This data is from Forward reaction prediction with 1.9M reactions from USPTO patents (1976-2016). The task is: Predict the product of the given reaction. (1) Given the reactants [Br:1][C:2]1[CH:3]=[C:4]([O:9][CH:10]([F:12])[F:11])[C:5]([OH:8])=[N:6][CH:7]=1.[CH3:13]I, predict the reaction product. The product is: [Br:1][C:2]1[CH:3]=[C:4]([O:9][CH:10]([F:12])[F:11])[C:5]([O:8][CH3:13])=[N:6][CH:7]=1. (2) Given the reactants Br[C:2]1[S:3][CH:4]=[C:5]([Br:7])[N:6]=1.[Li+].CCC[CH2-].[C:13](=[O:15])=[O:14], predict the reaction product. The product is: [Br:7][C:5]1[N:6]=[C:2]([C:13]([OH:15])=[O:14])[S:3][CH:4]=1. (3) The product is: [CH3:15][C:3]1([OH:13])[C:4]2([CH2:12][CH2:11][CH:10]=[CH:9][CH2:8]2)[CH2:5][CH2:6][CH2:7][C:2]1([CH3:14])[CH3:1]. Given the reactants [CH3:1][C:2]1([CH3:14])[CH2:7][CH2:6][CH2:5][C:4]2([CH2:12][CH2:11][CH:10]=[CH:9][CH2:8]2)[C:3]1=[O:13].[CH3:15][Li], predict the reaction product. (4) Given the reactants [NH2:1][C@@H:2]([CH:5]([CH3:7])[CH3:6])[CH2:3][OH:4].[Br:8][C:9]1[CH:10]=[N:11][N:12]2[CH:17]=[CH:16][C:15](Cl)=[N:14][C:13]=12.C(N(C(C)C)C(C)C)C.CCOC(C)=O, predict the reaction product. The product is: [Br:8][C:9]1[CH:10]=[N:11][N:12]2[CH:17]=[CH:16][C:15]([NH:1][C@@H:2]([CH:5]([CH3:7])[CH3:6])[CH2:3][OH:4])=[N:14][C:13]=12. (5) Given the reactants [H-].[Na+].[OH:3][C@H:4]1[CH2:8][N:7]([C:9]([O:11][C:12]([CH3:15])([CH3:14])[CH3:13])=[O:10])[C@@H:6]([C:16]([O:18][CH3:19])=[O:17])[CH2:5]1.Br[CH2:21][CH:22]=[CH2:23], predict the reaction product. The product is: [CH2:23]([O:3][C@H:4]1[CH2:8][N:7]([C:9]([O:11][C:12]([CH3:13])([CH3:14])[CH3:15])=[O:10])[C@@H:6]([C:16]([O:18][CH3:19])=[O:17])[CH2:5]1)[CH:22]=[CH2:21]. (6) The product is: [I:20][C:21]1[CH:26]=[CH:25][C:24]([CH2:3][CH2:4][CH2:5][CH2:6][CH2:7][CH2:8][CH2:9][CH3:2])=[CH:23][CH:22]=1. Given the reactants B1[CH:6]2[CH2:7][CH2:8][CH2:9][CH:2]1[CH2:3][CH2:4][CH2:5]2.C=CCCCCCC.[OH-].[Na+].[I:20][C:21]1[CH:26]=[CH:25][C:24](I)=[CH:23][CH:22]=1, predict the reaction product. (7) Given the reactants [NH2:1][C:2]([CH3:16])([CH2:5][N:6]1[N:10]=[C:9]2[CH:11]=[CH:12][CH:13]=[C:14]([Cl:15])[C:8]2=[N:7]1)[C:3]#[N:4].[O:17]([C:24]1[CH:32]=[CH:31][C:27]([C:28](Cl)=[O:29])=[CH:26][CH:25]=1)[C:18]1[CH:23]=[CH:22][CH:21]=[CH:20][CH:19]=1, predict the reaction product. The product is: [Cl:15][C:14]1[C:8]2[C:9](=[N:10][N:6]([CH2:5][C:2]([NH:1][C:28](=[O:29])[C:27]3[CH:26]=[CH:25][C:24]([O:17][C:18]4[CH:23]=[CH:22][CH:21]=[CH:20][CH:19]=4)=[CH:32][CH:31]=3)([C:3]#[N:4])[CH3:16])[N:7]=2)[CH:11]=[CH:12][CH:13]=1. (8) Given the reactants [NH2:1][C@H:2]1[CH2:7][CH2:6][C@H:5]([CH2:8][NH:9][C:10]2[N:15]=[C:14]([N:16]3[C:20]4[CH:21]=[CH:22][CH:23]=[CH:24][C:19]=4[N:18]=[C:17]3[CH:25]([F:27])[F:26])[CH:13]=[C:12]([N:28]3[CH2:33][CH2:32][O:31][CH2:30][CH2:29]3)[N:11]=2)[CH2:4][CH2:3]1.[F:34][CH2:35][CH:36]1[CH2:38][O:37]1.C(N(C(C)C)CC)(C)C.O, predict the reaction product. The product is: [F:27][CH:25]([F:26])[C:17]1[N:16]([C:14]2[CH:13]=[C:12]([N:28]3[CH2:29][CH2:30][O:31][CH2:32][CH2:33]3)[N:11]=[C:10]([NH:9][CH2:8][C@H:5]3[CH2:6][CH2:7][C@H:2]([NH:1][CH2:38][CH:36]([OH:37])[CH2:35][F:34])[CH2:3][CH2:4]3)[N:15]=2)[C:20]2[CH:21]=[CH:22][CH:23]=[CH:24][C:19]=2[N:18]=1. (9) Given the reactants Cl.[NH2:2][N:3]1[CH2:7][CH:6]([C:8]2[CH:13]=[CH:12][C:11]([CH3:14])=[C:10]([CH3:15])[CH:9]=2)[N:5]([CH2:16][CH2:17][C:18]2[CH:23]=[CH:22][C:21]([O:24][CH3:25])=[CH:20][CH:19]=2)[C:4]1=[O:26].CCN(C(C)C)C(C)C.[C:36]([O:40][C:41](O[C:41]([O:40][C:36]([CH3:39])([CH3:38])[CH3:37])=[O:42])=[O:42])([CH3:39])([CH3:38])[CH3:37], predict the reaction product. The product is: [C:36]([O:40][C:41](=[O:42])[NH:2][N:3]1[CH2:7][CH:6]([C:8]2[CH:13]=[CH:12][C:11]([CH3:14])=[C:10]([CH3:15])[CH:9]=2)[N:5]([CH2:16][CH2:17][C:18]2[CH:19]=[CH:20][C:21]([O:24][CH3:25])=[CH:22][CH:23]=2)[C:4]1=[O:26])([CH3:39])([CH3:38])[CH3:37].